From a dataset of Reaction yield outcomes from USPTO patents with 853,638 reactions. Predict the reaction yield, written as a fraction of the theoretical maximum amount of product (1.0 means a 100% yield; for example, 0.34 means a 34% yield). (1) The reactants are C(=O)([O-])O[CH2:3][CH:4]=[CH:5][C:6]1[CH:11]=[CH:10][CH:9]=[CH:8][CH:7]=1.[F:14][C:15]([F:24])([F:23])[C:16]1[CH:22]=[CH:21][C:19]([NH2:20])=[CH:18][CH:17]=1. No catalyst specified. The product is [C:4]([CH:5]([C:6]1[CH:11]=[CH:10][CH:9]=[CH:8][CH:7]=1)[NH:20][C:19]1[CH:21]=[CH:22][C:16]([C:15]([F:14])([F:23])[F:24])=[CH:17][CH:18]=1)#[CH:3]. The yield is 0.720. (2) The reactants are [C:1]([C:5]1[CH:10]=[CH:9][CH:8]=[CH:7][C:6]=1[O:11][CH3:12])([CH3:4])([CH3:3])[CH3:2].[Br-:13].[Br-].[Br-].[NH+]1C=CC=CC=1.[NH+]1C=CC=CC=1.[NH+]1C=CC=CC=1. The catalyst is C(Cl)Cl.O. The product is [C:1]([C:5]1[CH:10]=[C:9]([Br:13])[CH:8]=[CH:7][C:6]=1[O:11][CH3:12])([CH3:4])([CH3:2])[CH3:3]. The yield is 0.950. (3) The reactants are [N:1]1[C:10]2[C:5](=[CH:6][CH:7]=[CH:8][CH:9]=2)[N:4]=[CH:3][C:2]=1[C:11]([OH:13])=O.Cl.[NH2:15][C@@H:16]([C:18]1[C:23]([F:24])=[CH:22][C:21]([NH:25][S:26]([CH3:29])(=[O:28])=[O:27])=[C:20]([CH3:30])[CH:19]=1)[CH3:17].F[P-](F)(F)(F)(F)F.C[N+](C)=C(N(C)C)ON1C2N=CC=CC=2N=N1.C(N(CC)C(C)C)(C)C. The catalyst is CN(C)C=O.CN(C1C=CN=CC=1)C. The product is [F:24][C:23]1[CH:22]=[C:21]([NH:25][S:26]([CH3:29])(=[O:28])=[O:27])[C:20]([CH3:30])=[CH:19][C:18]=1[C@H:16]([NH:15][C:11]([C:2]1[CH:3]=[N:4][C:5]2[C:10](=[CH:9][CH:8]=[CH:7][CH:6]=2)[N:1]=1)=[O:13])[CH3:17]. The yield is 0.490. (4) The reactants are [Cl:1][C:2]1[N:3]=[C:4]2[C:9](=[CH:10][CH:11]=1)[N:8]=[CH:7][C:6]([C:12](=[O:14])[CH3:13])=[C:5]2[NH:15][C:16]1[CH:17]=[N:18][C:19]([O:22][CH2:23][CH2:24][N:25]([CH3:27])[CH3:26])=[CH:20][CH:21]=1.[Cl:28][C:29]1[CH:34]=[C:33](B2OC(C)(C)C(C)(C)O2)[CH:32]=[C:31]([O:44][CH3:45])[C:30]=1[OH:46].C1(N)C(F)=C(F)C(F)=C(N)C=1F.Cl.Cl. No catalyst specified. The product is [ClH:1].[ClH:28].[Cl:28][C:29]1[CH:34]=[C:33]([C:2]2[N:3]=[C:4]3[C:9](=[CH:10][CH:11]=2)[N:8]=[CH:7][C:6]([C:12](=[O:14])[CH3:13])=[C:5]3[NH:15][C:16]2[CH:17]=[N:18][C:19]([O:22][CH2:23][CH2:24][N:25]([CH3:26])[CH3:27])=[CH:20][CH:21]=2)[CH:32]=[C:31]([O:44][CH3:45])[C:30]=1[OH:46]. The yield is 0.740. (5) The reactants are Br[C:2]1[N:6]([S:7]([C:10]2[CH:15]=[CH:14][C:13]([F:16])=[CH:12][CH:11]=2)(=[O:9])=[O:8])[CH:5]=[C:4]([C:17]([O:19][CH3:20])=[O:18])[C:3]=1[CH3:21].[C:22]1(B(O)O)[CH:27]=[CH:26][CH:25]=[CH:24][CH:23]=1.C(=O)([O-])[O-].[Na+].[Na+].O. The catalyst is COCCOC.C1C=CC([P]([Pd]([P](C2C=CC=CC=2)(C2C=CC=CC=2)C2C=CC=CC=2)([P](C2C=CC=CC=2)(C2C=CC=CC=2)C2C=CC=CC=2)[P](C2C=CC=CC=2)(C2C=CC=CC=2)C2C=CC=CC=2)(C2C=CC=CC=2)C2C=CC=CC=2)=CC=1. The product is [F:16][C:13]1[CH:14]=[CH:15][C:10]([S:7]([N:6]2[C:2]([C:22]3[CH:27]=[CH:26][CH:25]=[CH:24][CH:23]=3)=[C:3]([CH3:21])[C:4]([C:17]([O:19][CH3:20])=[O:18])=[CH:5]2)(=[O:9])=[O:8])=[CH:11][CH:12]=1. The yield is 0.840.